This data is from Full USPTO retrosynthesis dataset with 1.9M reactions from patents (1976-2016). The task is: Predict the reactants needed to synthesize the given product. (1) Given the product [ClH:1].[OH:2][C@H:3]([C:24]1[CH:33]=[CH:32][C:27]2[C:28](=[O:31])[O:29][CH2:30][C:26]=2[C:25]=1[CH3:34])[CH2:4][N:52]1[CH2:51][CH2:50][C:49]2([CH2:54][CH2:55][N:46]([C:43]3[CH:42]=[CH:41][C:40]([S:37]([CH3:36])(=[O:38])=[O:39])=[CH:45][N:44]=3)[CH2:47][CH2:48]2)[CH2:53]1, predict the reactants needed to synthesize it. The reactants are: [ClH:1].[OH:2][C@H:3]([C:24]1[CH:33]=[CH:32][C:27]2[C:28](=[O:31])[O:29][CH2:30][C:26]=2[C:25]=1[CH3:34])[CH2:4]N1CCC2(CN(C3SC(S(C)(=O)=O)=NN=3)CC2)CC1.Cl.[CH3:36][S:37]([C:40]1[CH:41]=[CH:42][C:43]([N:46]2[CH2:55][CH2:54][C:49]3([CH2:53][NH:52][CH2:51][CH2:50]3)[CH2:48][CH2:47]2)=[N:44][CH:45]=1)(=[O:39])=[O:38].CC1C([C@@H]2CO2)=CC=C2C=1COC2=O. (2) Given the product [Cl:1][C:2]1[CH:3]=[C:4]([CH:5]([C:6]2([CH:10]([C:12]3[CH:17]=[CH:16][CH:15]=[CH:14][N:13]=3)[OH:11])[CH2:9][CH2:8][CH2:7]2)[CH3:23])[CH:18]=[CH:19][CH:20]=1, predict the reactants needed to synthesize it. The reactants are: [Cl:1][C:2]1[CH:3]=[C:4]([CH:18]=[CH:19][CH:20]=1)[CH2:5][C:6]1([C:10]([C:12]2[CH:17]=[CH:16][CH:15]=[CH:14][N:13]=2)=[O:11])[CH2:9][CH2:8][CH2:7]1.[BH4-].[Na+].[CH3:23]O.